This data is from Forward reaction prediction with 1.9M reactions from USPTO patents (1976-2016). The task is: Predict the product of the given reaction. (1) Given the reactants Br[C:2]1[C:10]2[O:9][CH2:8][C@@H:7]([N:11]([C:26](=[O:31])[C:27]([F:30])([F:29])[F:28])[C:12]3[CH:25]=[CH:24][C:15]4[C@H:16]([CH2:19][C:20]([O:22][CH3:23])=[O:21])[CH2:17][O:18][C:14]=4[CH:13]=3)[C:6]=2[CH:5]=[CH:4][CH:3]=1.[NH:32]1[CH2:37][CH2:36][CH2:35][CH2:34][CH2:33]1.C(=O)([O-])[O-].[Cs+].[Cs+].C1C=CC(P(C2C=CC3C(=CC=CC=3)C=2C2C3C(=CC=CC=3)C=CC=2P(C2C=CC=CC=2)C2C=CC=CC=2)C2C=CC=CC=2)=CC=1, predict the reaction product. The product is: [N:32]1([C:2]2[C:10]3[O:9][CH2:8][C@@H:7]([N:11]([C:26](=[O:31])[C:27]([F:30])([F:29])[F:28])[C:12]4[CH:25]=[CH:24][C:15]5[C@H:16]([CH2:19][C:20]([O:22][CH3:23])=[O:21])[CH2:17][O:18][C:14]=5[CH:13]=4)[C:6]=3[CH:5]=[CH:4][CH:3]=2)[CH2:37][CH2:36][CH2:35][CH2:34][CH2:33]1. (2) Given the reactants [CH:1]12[CH2:10][CH:5]3[CH2:6][CH:7]([CH2:9][CH:3]([CH2:4]3)[CH:2]1[N:11]1[C:14](=[O:15])[C:13]([CH3:17])([CH3:16])[NH:12]1)[CH2:8]2.[F:18][C:19]1[CH:20]=[C:21]([CH:24]=[CH:25][CH:26]=1)[CH2:22]Br, predict the reaction product. The product is: [F:18][C:19]1[CH:20]=[C:21]([CH:24]=[CH:25][CH:26]=1)[CH2:22][N:12]1[C:13]([CH3:17])([CH3:16])[C:14](=[O:15])[N:11]1[CH:2]1[CH:3]2[CH2:4][CH:5]3[CH2:6][CH:7]([CH2:8][CH:1]1[CH2:10]3)[CH2:9]2. (3) Given the reactants [CH2:1](Br)[CH:2]([CH3:4])[CH3:3].[OH:6][C:7]1[CH:16]=[CH:15][C:10]([C:11]([O:13][CH3:14])=[O:12])=[CH:9][C:8]=1[N+:17]([O-:19])=[O:18].C(=O)([O-])[O-].[K+].[K+], predict the reaction product. The product is: [CH2:1]([O:6][C:7]1[CH:16]=[CH:15][C:10]([C:11]([O:13][CH3:14])=[O:12])=[CH:9][C:8]=1[N+:17]([O-:19])=[O:18])[CH:2]([CH3:4])[CH3:3]. (4) Given the reactants [CH:1]([C:3]1[CH:8]=[CH:7][CH:6]=[CH:5][C:4]=1B(O)O)=[CH2:2].Br[C:13]1[CH:18]=[CH:17][CH:16]=[CH:15][N:14]=1.C(=O)([O-])[O-].[K+].[K+], predict the reaction product. The product is: [CH:1]([C:3]1[CH:8]=[CH:7][CH:6]=[CH:5][C:4]=1[C:13]1[CH:18]=[CH:17][CH:16]=[CH:15][N:14]=1)=[CH2:2]. (5) Given the reactants [CH3:1][O:2][C:3]1[CH:8]=[CH:7][C:6]([C:9]2[C:10]3[CH:11]=[N:12][NH:13][C:14]=3[CH2:15][CH2:16][CH:17]=2)=[CH:5][CH:4]=1.C1COCC1, predict the reaction product. The product is: [CH3:1][O:2][C:3]1[CH:4]=[CH:5][C:6]([CH:9]2[CH2:17][CH2:16][CH2:15][C:14]3[NH:13][N:12]=[CH:11][C:10]2=3)=[CH:7][CH:8]=1.